Dataset: CYP1A2 inhibition data for predicting drug metabolism from PubChem BioAssay. Task: Regression/Classification. Given a drug SMILES string, predict its absorption, distribution, metabolism, or excretion properties. Task type varies by dataset: regression for continuous measurements (e.g., permeability, clearance, half-life) or binary classification for categorical outcomes (e.g., BBB penetration, CYP inhibition). Dataset: cyp1a2_veith. (1) The molecule is Cc1cccc2sc(NC(=O)C3c4ccccc4Oc4ccccc43)nc12. The result is 1 (inhibitor). (2) The compound is C[C@@H](N)Cc1cnc[nH]1. The result is 0 (non-inhibitor).